This data is from Full USPTO retrosynthesis dataset with 1.9M reactions from patents (1976-2016). The task is: Predict the reactants needed to synthesize the given product. (1) Given the product [N+:1]([C:4]1[C:13]2[C:8](=[CH:9][CH:10]=[CH:11][CH:12]=2)[C:7]([O:14][C:15]2[CH:20]=[CH:19][N:18]=[C:17]([NH:21][C:25]([N:24]3[CH2:27][CH2:28][CH2:22][CH2:23]3)=[O:30])[CH:16]=2)=[CH:6][CH:5]=1)([O-:3])=[O:2], predict the reactants needed to synthesize it. The reactants are: [N+:1]([C:4]1[C:13]2[C:8](=[CH:9][CH:10]=[CH:11][CH:12]=2)[C:7]([O:14][C:15]2[CH:20]=[CH:19][N:18]=[C:17]([NH2:21])[CH:16]=2)=[CH:6][CH:5]=1)([O-:3])=[O:2].[CH3:22][CH2:23][N:24]([CH2:27][CH3:28])[CH2:25]C.C(Cl)(=O)[O:30]C1C=CC=CC=1.N1CCCC1. (2) Given the product [NH3:7].[CH3:20][O:21][C:22]1[N:27]=[C:26]([NH:28][C:2]2[CH:3]=[CH:4][C:5]3[CH2:6][N:7]([CH3:19])[CH2:8][CH:9]([C:13]4[S:14][CH:15]=[C:16]([CH3:18])[N:17]=4)[O:10][C:11]=3[N:12]=2)[CH:25]=[CH:24][C:23]=1[C:29]1[CH:30]=[N:31][N:32]([CH3:34])[CH:33]=1, predict the reactants needed to synthesize it. The reactants are: Cl[C:2]1[CH:3]=[CH:4][C:5]2[CH2:6][N:7]([CH3:19])[CH2:8][CH:9]([C:13]3[S:14][CH:15]=[C:16]([CH3:18])[N:17]=3)[O:10][C:11]=2[N:12]=1.[CH3:20][O:21][C:22]1[N:27]=[C:26]([NH2:28])[CH:25]=[CH:24][C:23]=1[C:29]1[CH:30]=[N:31][N:32]([CH3:34])[CH:33]=1.C(=O)([O-])[O-].[Cs+].[Cs+].C1(P(C2CCCCC2)C2C=CC=CC=2C2C=CC=CC=2)CCCCC1. (3) Given the product [CH3:16][O:15][C:14]1[C:9]2[N:10]([CH:32]=[C:6]([C:25]([F:30])([F:29])[F:24])[N:8]=2)[C:11]([C:17]2[CH:18]=[CH:19][C:20](=[O:23])[NH:21][N:22]=2)=[CH:12][CH:13]=1, predict the reactants needed to synthesize it. The reactants are: C(O[C:6]([NH:8][C:9]1[C:14]([O:15][CH3:16])=[CH:13][CH:12]=[C:11]([C:17]2[CH:18]=[CH:19][C:20](=[O:23])[NH:21][N:22]=2)[N:10]=1)=O)(C)(C)C.[F:24][C:25]([F:30])([F:29])C(O)=O.Cl[CH2:32]Cl. (4) Given the product [CH3:9][O:8][C:6](=[O:7])[CH:5]([C:3]#[N:4])[C:13]1[CH:18]=[C:17]([S:19][CH3:20])[N:16]=[CH:15][N:14]=1, predict the reactants needed to synthesize it. The reactants are: [H-].[Na+].[C:3]([CH2:5][C:6]([O:8][CH3:9])=[O:7])#[N:4].[H][H].Cl[C:13]1[CH:18]=[C:17]([S:19][CH3:20])[N:16]=[CH:15][N:14]=1. (5) Given the product [O:14]1[CH:18]=[CH:17][CH:16]=[C:15]1[C:2]1[CH:3]=[C:4]([O:12][CH3:13])[C:5]([O:10][CH3:11])=[C:6]([CH:9]=1)[C:7]#[N:8], predict the reactants needed to synthesize it. The reactants are: Br[C:2]1[CH:3]=[C:4]([O:12][CH3:13])[C:5]([O:10][CH3:11])=[C:6]([CH:9]=1)[C:7]#[N:8].[O:14]1[CH:18]=[CH:17][CH:16]=[C:15]1B(O)O.O1CCOCC1.C([O-])([O-])=O.[Na+].[Na+]. (6) Given the product [C:1]1([CH2:7][CH2:8][CH2:9][CH:10]([NH:20][C:21](=[O:32])[CH2:22][NH:23][CH3:24])[CH2:11][CH2:12][CH2:13][C:14]2[CH:15]=[CH:16][CH:17]=[CH:18][CH:19]=2)[CH:2]=[CH:3][CH:4]=[CH:5][CH:6]=1, predict the reactants needed to synthesize it. The reactants are: [C:1]1([CH2:7][CH2:8][CH2:9][CH:10]([NH:20][C:21](=[O:32])[CH2:22][N:23](C(OC(C)(C)C)=O)[CH3:24])[CH2:11][CH2:12][CH2:13][C:14]2[CH:19]=[CH:18][CH:17]=[CH:16][CH:15]=2)[CH:6]=[CH:5][CH:4]=[CH:3][CH:2]=1.FC(F)(F)C(O)=O. (7) Given the product [F:37][C:4]1[CH:3]=[C:2]([NH:1][C:48]([NH:47][C:45](=[O:46])[CH2:44][C:38]2[CH:39]=[CH:40][CH:41]=[CH:42][CH:43]=2)=[S:49])[CH:36]=[CH:35][C:5]=1[O:6][C:7]1[CH:12]=[CH:11][N:10]=[C:9]2[CH:13]=[C:14]([C:16]3[CH:17]=[C:18]([CH:32]=[CH:33][CH:34]=3)[CH2:19][N:20]([CH2:28][CH2:29][O:30][CH3:31])[C:21](=[O:27])[O:22][C:23]([CH3:26])([CH3:25])[CH3:24])[S:15][C:8]=12, predict the reactants needed to synthesize it. The reactants are: [NH2:1][C:2]1[CH:36]=[CH:35][C:5]([O:6][C:7]2[CH:12]=[CH:11][N:10]=[C:9]3[CH:13]=[C:14]([C:16]4[CH:17]=[C:18]([CH:32]=[CH:33][CH:34]=4)[CH2:19][N:20]([CH2:28][CH2:29][O:30][CH3:31])[C:21](=[O:27])[O:22][C:23]([CH3:26])([CH3:25])[CH3:24])[S:15][C:8]=23)=[C:4]([F:37])[CH:3]=1.[C:38]1([CH2:44][C:45]([N:47]=[C:48]=[S:49])=[O:46])[CH:43]=[CH:42][CH:41]=[CH:40][CH:39]=1. (8) Given the product [F:1][C:2]1[CH:3]=[CH:4][C:5]([C:8]2[C:19]([C:20]3[CH:25]=[CH:24][C:23](=[O:26])[N:22]([C:27]4[CH:32]=[CH:31][CH:30]=[CH:29][C:28]=4[CH3:33])[N:21]=3)=[C:11]3[NH:12][CH2:13][CH:14]([C:16]#[N:17])[CH2:15][N:10]3[N:9]=2)=[CH:6][CH:7]=1, predict the reactants needed to synthesize it. The reactants are: [F:1][C:2]1[CH:7]=[CH:6][C:5]([C:8]2[C:19]([C:20]3[CH:25]=[CH:24][C:23](=[O:26])[N:22]([C:27]4[CH:32]=[CH:31][CH:30]=[CH:29][C:28]=4[CH3:33])[N:21]=3)=[C:11]3[NH:12][CH2:13][CH:14]([CH:16]=[N:17]O)[CH2:15][N:10]3[N:9]=2)=[CH:4][CH:3]=1.O.